This data is from Full USPTO retrosynthesis dataset with 1.9M reactions from patents (1976-2016). The task is: Predict the reactants needed to synthesize the given product. Given the product [N:22]1[C:23]2[C:18](=[CH:17][CH:16]=[C:15]([NH:14][C:11]([C:7]3[NH:8][C:9]4[C:5]([CH:6]=3)=[CH:4][CH:3]=[C:2]([Br:1])[CH:10]=4)=[O:13])[CH:24]=2)[CH:19]=[CH:20][CH:21]=1, predict the reactants needed to synthesize it. The reactants are: [Br:1][C:2]1[CH:10]=[C:9]2[C:5]([CH:6]=[C:7]([C:11]([OH:13])=O)[NH:8]2)=[CH:4][CH:3]=1.[NH2:14][C:15]1[CH:24]=[C:23]2[C:18]([CH:19]=[CH:20][CH:21]=[N:22]2)=[CH:17][CH:16]=1.